Dataset: Reaction yield outcomes from USPTO patents with 853,638 reactions. Task: Predict the reaction yield, written as a fraction of the theoretical maximum amount of product (1.0 means a 100% yield; for example, 0.34 means a 34% yield). (1) The reactants are [Sn](C)(C)(C)[CH3:2].Br[C:7]1[C:8]([C:19]2[CH:24]=[CH:23][C:22]([O:25][CH2:26][CH3:27])=[CH:21][CH:20]=2)=[N:9][S:10][C:11]=1[NH:12][C:13]([C@@H:15]1[CH2:17][C@H:16]1[CH3:18])=[O:14]. The catalyst is CN(C=O)C.CCOC(C)=O.[Cl-].[Na+].O.Cl[Pd](Cl)([P](C1C=CC=CC=1)(C1C=CC=CC=1)C1C=CC=CC=1)[P](C1C=CC=CC=1)(C1C=CC=CC=1)C1C=CC=CC=1. The product is [CH2:26]([O:25][C:22]1[CH:23]=[CH:24][C:19]([C:8]2[C:7]([CH3:2])=[C:11]([NH:12][C:13]([C@@H:15]3[CH2:17][C@H:16]3[CH3:18])=[O:14])[S:10][N:9]=2)=[CH:20][CH:21]=1)[CH3:27]. The yield is 0.817. (2) The reactants are Br[C:2]1[S:6][C:5]([NH:7][C:8]([NH:10][C:11]2[CH:16]=[CH:15][C:14]([CH3:17])=[CH:13][C:12]=2[C:18]([CH:20]2[CH2:24][CH2:23][CH2:22][CH2:21]2)=[O:19])=[O:9])=[N:4][CH:3]=1.[SH:25][CH2:26][CH2:27][NH:28][C:29](=[O:31])[CH3:30]. No catalyst specified. The product is [CH:20]1([C:18]([C:12]2[CH:13]=[C:14]([CH3:17])[CH:15]=[CH:16][C:11]=2[NH:10][C:8](=[O:9])[NH:7][C:5]2[S:6][C:2]([S:25][CH2:26][CH2:27][NH:28][C:29](=[O:31])[CH3:30])=[CH:3][N:4]=2)=[O:19])[CH2:24][CH2:23][CH2:22][CH2:21]1. The yield is 0.350.